Dataset: Forward reaction prediction with 1.9M reactions from USPTO patents (1976-2016). Task: Predict the product of the given reaction. Given the reactants [O:1]1[CH:5]=[CH:4][C:3]([CH2:6][CH2:7][C:8]2([CH:16]([CH3:18])[CH3:17])[O:13][C:12](=[O:14])[CH:11]=[C:10]([OH:15])[CH2:9]2)=[CH:2]1.[C:19]([C:23]1[CH:28]=[C:27]([CH2:29][OH:30])[C:26]([CH3:31])=[CH:25][C:24]=1[S:32]S(C1C=CC(C)=CC=1)(=O)=O)([CH3:22])([CH3:21])[CH3:20].C(=O)([O-])[O-].[K+].[K+], predict the reaction product. The product is: [C:19]([C:23]1[CH:28]=[C:27]([CH2:29][OH:30])[C:26]([CH3:31])=[CH:25][C:24]=1[S:32][C:11]1[C:12](=[O:14])[O:13][C:8]([CH2:7][CH2:6][C:3]2[CH:4]=[CH:5][O:1][CH:2]=2)([CH:16]([CH3:18])[CH3:17])[CH2:9][C:10]=1[OH:15])([CH3:22])([CH3:21])[CH3:20].